Dataset: Experimentally validated miRNA-target interactions with 360,000+ pairs, plus equal number of negative samples. Task: Binary Classification. Given a miRNA mature sequence and a target amino acid sequence, predict their likelihood of interaction. (1) The miRNA is hsa-miR-4427 with sequence UCUGAAUAGAGUCUGAAGAGU. The protein sequence of the target gene is MKTRQNKDSMSMRSGRKKEAPGPREELRSRGRASPGGVSTSSSDGKAEKSRQTAKKARVEEASTPKVNKQGRSEEISESESEETNAPKKTKTEQELPRPQSPSDLDSLDGRSLNDDGSSDPRDIDQDNRSTSPSIYSPGSVENDSDSSSGLSQGPARPYHPPPLFPPSPQPPDSTPRQPEASFEPHPSVTPTGYHAPMEPPTSRMFQAPPGAPPPHPQLYPGGTGGVLSGPPMGPKGGGAASSVGGPNGGKQHPPPTTPISVSSSGASGAPPTKPPTTPVGGGNLPSAPPPANFPHVTPN.... Result: 0 (no interaction). (2) The miRNA is mmu-miR-291b-3p with sequence AAAGUGCAUCCAUUUUGUUUGU. The protein sequence of the target gene is MLPGLRRLLQAPASACLLLMLLALPLAAPSCPMLCTCYSSPPTVSCQANNFSSVPLSLPPSTQRLFLQNNLIRTLRPGTFGSNLLTLWLFSNNLSTIYPGTFRHLQALEELDLGDNRHLRSLEPDTFQGLERLQSLHLYRCQLSSLPGNIFRGLVSLQYLYLQENSLLHLQDDLFADLANLSHLFLHGNRLRLLTEHVFRGLGSLDRLLLHGNRLQGVHRAAFRGLSRLTILYLFNNSLASLPGEALADLPSLEFLRLNANPWACDCRARPLWAWFQRARVSSSDVTCATPPERQGRDLR.... Result: 0 (no interaction). (3) The protein sequence of the target gene is MFTVLTRQPCEQAGLKALYRTPTIIALVVLLVSIVVLVSITVIQIHKQEVLPPGLKYGIVLDAGSSRTTVYVYQWPAEKENNTGVVSQTFKCSVKGSGISSYGNNPQDVPRAFEECMQKVKGQVPSHLHGSTPIHLGATAGMRLLRLQNETAANEVLESIQSYFKSQPFDFRGAQIISGQEEGVYGWITANYLMGNFLEKNLWHMWVHPHGVETTGALDLGGASTQISFVAGEKMDLNTSDIMQVSLYGYVYTLYTHSFQCYGRNEAEKKFLAMLLQNSPTKNHLTNPCYPRDYSISFTM.... Result: 0 (no interaction). The miRNA is hsa-miR-6862-3p with sequence CCUCACCCAGCUCUCUGGCCCUCU.